From a dataset of Reaction yield outcomes from USPTO patents with 853,638 reactions. Predict the reaction yield, written as a fraction of the theoretical maximum amount of product (1.0 means a 100% yield; for example, 0.34 means a 34% yield). (1) The reactants are [N:1]1[CH:6]=[CH:5][CH:4]=[C:3]([O:7][C:8]2[CH:9]=[C:10]([CH:14]=[CH:15][CH:16]=2)[C:11]([OH:13])=O)[CH:2]=1.[NH2:17][C@@H:18]1[C@H:22]2[O:23][CH2:24][C@H:25]([NH:26][C:27]([CH:29]3[CH2:31][CH2:30]3)=[O:28])[C@H:21]2[O:20][CH2:19]1. No catalyst specified. The product is [CH:29]1([C:27]([NH:26][C@@H:25]2[C@H:21]3[O:20][CH2:19][C@H:18]([NH:17][C:11](=[O:13])[C:10]4[CH:14]=[CH:15][CH:16]=[C:8]([O:7][C:3]5[CH:2]=[N:1][CH:6]=[CH:5][CH:4]=5)[CH:9]=4)[C@H:22]3[O:23][CH2:24]2)=[O:28])[CH2:30][CH2:31]1. The yield is 0.473. (2) The product is [I:1][C:2]1[CH:3]=[C:4]([CH:8]=[CH:9][CH:10]=1)[C:5]([N:35]([O:36][CH3:37])[CH3:34])=[O:6]. The reactants are [I:1][C:2]1[CH:3]=[C:4]([CH:8]=[CH:9][CH:10]=1)[C:5](O)=[O:6].C1C=CC2N(O)N=NC=2C=1.CCN=C=NCCCN(C)C.Cl.Cl.[CH3:34][NH:35][O:36][CH3:37].C(N(CC)CC)C. The catalyst is CN(C=O)C.O. The yield is 0.820. (3) The reactants are C(OC(=O)C)(=O)C.[CH3:8][C:9]1[NH:13][CH:12]=[N:11][C:10]=1[N+:14]([O-:16])=[O:15].[N+]([O-])(O)=O.[F:21][C:22]1[CH:28]=[CH:27][C:25](N)=[CH:24][CH:23]=1. The catalyst is O.CO. The product is [CH3:8][C:9]1[N:13]([C:25]2[CH:27]=[CH:28][C:22]([F:21])=[CH:23][CH:24]=2)[CH:12]=[N:11][C:10]=1[N+:14]([O-:16])=[O:15]. The yield is 0.360.